Dataset: Full USPTO retrosynthesis dataset with 1.9M reactions from patents (1976-2016). Task: Predict the reactants needed to synthesize the given product. (1) The reactants are: [Cl:1][C:2]1[CH:3]=[C:4]([C:9]([OH:18])([C:14]([F:17])([F:16])[F:15])[C:10]#[C:11][CH2:12]O)[CH:5]=[C:6]([Cl:8])[CH:7]=1.[CH2:19]([SnH:23]([CH2:28][CH2:29][CH2:30][CH3:31])[CH2:24][CH2:25][CH2:26][CH3:27])[CH2:20][CH2:21][CH3:22]. Given the product [CH2:28]([Sn:23]([CH2:19][CH2:20][CH2:21][CH3:22])([CH2:24][CH2:25][CH2:26][CH3:27])[C:11]1[CH2:12][O:18][C:9]([C:4]2[CH:5]=[C:6]([Cl:8])[CH:7]=[C:2]([Cl:1])[CH:3]=2)([C:14]([F:15])([F:16])[F:17])[CH:10]=1)[CH2:29][CH2:30][CH3:31], predict the reactants needed to synthesize it. (2) Given the product [O:25]1[CH2:26][CH2:27][N:22]([C:19]2[CH:18]=[CH:17][C:16]([NH:15][C:11]3[N:10]=[C:9]([S:8][C:5]4[CH:6]=[CH:7][C:2]([NH:1][C:31](=[O:32])[CH2:30][C:28]#[N:29])=[CH:3][CH:4]=4)[CH:14]=[CH:13][N:12]=3)=[CH:21][CH:20]=2)[CH2:23][CH2:24]1, predict the reactants needed to synthesize it. The reactants are: [NH2:1][C:2]1[CH:7]=[CH:6][C:5]([S:8][C:9]2[CH:14]=[CH:13][N:12]=[C:11]([NH:15][C:16]3[CH:21]=[CH:20][C:19]([N:22]4[CH2:27][CH2:26][O:25][CH2:24][CH2:23]4)=[CH:18][CH:17]=3)[N:10]=2)=[CH:4][CH:3]=1.[C:28]([CH2:30][C:31](O)=[O:32])#[N:29]. (3) The reactants are: C(=O)([O-])[O-].[K+].[K+].Cl[C:8]1[N:13]=[CH:12][C:11]([C:14]#[N:15])=[CH:10][CH:9]=1.[CH3:16][C:17]1[N:18]=[CH:19][NH:20][CH:21]=1. Given the product [CH3:16][C:17]1[N:18]=[CH:19][N:20]([C:8]2[N:13]=[CH:12][C:11]([C:14]#[N:15])=[CH:10][CH:9]=2)[CH:21]=1, predict the reactants needed to synthesize it. (4) Given the product [CH:1]1([NH:6][C:7]2[N:12]3[N:13]=[C:14]([C:23]4[CH:24]=[CH:25][C:26]([O:29][CH3:30])=[CH:27][CH:28]=4)[C:15]([C:16]4[CH:17]=[CH:18][N:51]=[C:50]([NH:49][C:45]5[CH:46]=[CH:47][CH:48]=[CH:43][C:35]=5[C:36]5[CH:37]=[C:38]([CH:53]=[O:54])[CH:39]=[CH:40][CH:41]=5)[N:52]=4)=[C:11]3[CH:10]=[CH:9][CH:8]=2)[CH2:2][CH2:3][CH2:4][CH2:5]1, predict the reactants needed to synthesize it. The reactants are: [CH:1]1([NH:6][C:7]2[N:12]3[N:13]=[C:14]([C:23]4[CH:28]=[CH:27][C:26]([O:29][CH3:30])=[CH:25][CH:24]=4)[C:15]([C:16](=O)/[CH:17]=[CH:18]/N(C)C)=[C:11]3[CH:10]=[CH:9][CH:8]=2)[CH2:5][CH2:4][CH2:3][CH2:2]1.[N+]([O-])([O-])=O.[C:35]([C:43]1C=[C:45]([NH:49][C:50]([NH2:52])=[NH2+:51])[CH:46]=[CH:47][CH:48]=1)(=O)[C:36]1[CH:41]=[CH:40][CH:39]=[CH:38][CH:37]=1.[C:53](=O)([O-])[O-:54].[K+].[K+].CCOCC. (5) The reactants are: [OH:1][C:2]1[CH:9]=[C:8]([C:10]2[CH:15]=[CH:14][CH:13]=[CH:12][CH:11]=2)[CH:7]=[CH:6][C:3]=1[CH:4]=O.Cl.[NH2:17][OH:18].C([O-])(=O)C.[Na+].O. Given the product [OH:1][C:2]1[CH:9]=[C:8]([C:10]2[CH:15]=[CH:14][CH:13]=[CH:12][CH:11]=2)[CH:7]=[CH:6][C:3]=1[CH:4]=[N:17][OH:18], predict the reactants needed to synthesize it. (6) Given the product [C:27]([N:30]1[CH2:35][CH2:34][N:33]([C:2]2[CH:11]=[CH:10][C:9]3[O:8][CH2:7][C:6]4[CH:12]=[C:13]([C:15]([N:17]([C:19]5[CH:24]=[CH:23][C:22]([F:25])=[CH:21][C:20]=5[F:26])[CH3:18])=[O:16])[S:14][C:5]=4[C:4]=3[CH:3]=2)[CH2:32][CH2:31]1)(=[O:29])[CH3:28], predict the reactants needed to synthesize it. The reactants are: Br[C:2]1[CH:11]=[CH:10][C:9]2[O:8][CH2:7][C:6]3[CH:12]=[C:13]([C:15]([N:17]([C:19]4[CH:24]=[CH:23][C:22]([F:25])=[CH:21][C:20]=4[F:26])[CH3:18])=[O:16])[S:14][C:5]=3[C:4]=2[CH:3]=1.[C:27]([N:30]1[CH2:35][CH2:34][NH:33][CH2:32][CH2:31]1)(=[O:29])[CH3:28]. (7) Given the product [F:14][C:15]([F:26])([F:25])[C:16]([N:1]1[CH2:6][CH2:5][CH2:4][CH2:3][CH2:2]1)=[O:17], predict the reactants needed to synthesize it. The reactants are: [NH:1]1[CH2:6][CH2:5][CH2:4][CH2:3][CH2:2]1.C(N(CC)CC)C.[F:14][C:15]([F:26])([F:25])[C:16](O[C:16](=[O:17])[C:15]([F:26])([F:25])[F:14])=[O:17]. (8) Given the product [C:1]([O:5][C:6]([N:8]1[CH2:16][C:15]2[C:10](=[CH:11][CH:12]=[C:13]([C:17]([N:31]3[CH2:36][CH2:35][O:34][CH2:33][CH2:32]3)=[O:19])[CH:14]=2)[CH2:9]1)=[O:7])([CH3:2])([CH3:3])[CH3:4], predict the reactants needed to synthesize it. The reactants are: [C:1]([O:5][C:6]([N:8]1[CH2:16][C:15]2[C:10](=[CH:11][CH:12]=[C:13]([C:17]([OH:19])=O)[CH:14]=2)[CH2:9]1)=[O:7])([CH3:4])([CH3:3])[CH3:2].C(Cl)CCl.C(N(CC)CC)C.[NH:31]1[CH2:36][CH2:35][O:34][CH2:33][CH2:32]1.